From a dataset of Full USPTO retrosynthesis dataset with 1.9M reactions from patents (1976-2016). Predict the reactants needed to synthesize the given product. (1) Given the product [F:20][C:21]1[CH:28]=[CH:27][C:24]([CH2:25][CH:8]([C:9](=[O:10])[CH3:11])[C:7]([O:13][CH3:14])=[O:12])=[CH:23][CH:22]=1, predict the reactants needed to synthesize it. The reactants are: CC(C)([O-])C.[K+].[C:7]([O:13][CH3:14])(=[O:12])[CH2:8][C:9]([CH3:11])=[O:10].C(O)(C)(C)C.[F:20][C:21]1[CH:28]=[CH:27][C:24]([CH2:25]Br)=[CH:23][CH:22]=1. (2) Given the product [NH2:2][C@@H:3]([CH2:15][C:16]1[CH:21]=[CH:20][CH:19]=[CH:18][CH:17]=1)[C@H:4]([CH2:8][C:9]1[CH:10]=[CH:11][CH:12]=[CH:13][CH:14]=1)[C:5]([OH:7])=[S:6], predict the reactants needed to synthesize it. The reactants are: Br.[NH2:2][C@@H:3]([CH2:15][C:16]1[CH:21]=[CH:20][CH:19]=[CH:18][CH:17]=1)[C@H:4]([CH2:8][C:9]1[CH:14]=[CH:13][CH:12]=[CH:11][CH:10]=1)[C:5]([OH:7])=[S:6].CC1CO1. (3) Given the product [OH:1][C:2]1[CH:7]=[CH:6][C:5]([S:8]([NH:16][CH3:15])(=[O:10])=[O:9])=[CH:4][C:3]=1[N+:12]([O-:14])=[O:13], predict the reactants needed to synthesize it. The reactants are: [OH:1][C:2]1[CH:7]=[CH:6][C:5]([S:8](Cl)(=[O:10])=[O:9])=[CH:4][C:3]=1[N+:12]([O-:14])=[O:13].[CH3:15][NH2:16].